Dataset: Full USPTO retrosynthesis dataset with 1.9M reactions from patents (1976-2016). Task: Predict the reactants needed to synthesize the given product. (1) The reactants are: Br[C:2]1[C:11]([N+:12]([O-:14])=[O:13])=[CH:10][CH:9]=[C:8]2[C:3]=1[CH:4]=[CH:5][CH:6]=[N:7]2.C1([Li])C=CC=CC=1.[CH:22](OCC)=[O:23]. Given the product [N+:12]([C:11]1[CH:10]=[CH:9][C:8]2[N:7]=[CH:6][CH:5]=[CH:4][C:3]=2[C:2]=1[CH:22]=[O:23])([O-:14])=[O:13], predict the reactants needed to synthesize it. (2) Given the product [Si:1]([O:8][CH2:9][C@@H:10]1[C@@H:14]([C:15]2[O:16][CH:17]=[CH:18][CH:19]=2)[CH2:13][N:12]([C:26]([O:28][C:29]2[CH:30]=[CH:31][C:32]([C:33]([O:35][CH3:36])=[O:34])=[CH:37][CH:38]=2)=[O:27])[CH2:11]1)([C:4]([CH3:7])([CH3:5])[CH3:6])([CH3:3])[CH3:2], predict the reactants needed to synthesize it. The reactants are: [Si:1]([O:8][CH2:9][C@@H:10]1[C@@H:14]([C:15]2[O:16][CH:17]=[CH:18][CH:19]=2)[CH2:13][NH:12][CH2:11]1)([C:4]([CH3:7])([CH3:6])[CH3:5])([CH3:3])[CH3:2].C(=O)(O)[O-].[Na+].Cl[C:26]([O:28][C:29]1[CH:38]=[CH:37][C:32]([C:33]([O:35][CH3:36])=[O:34])=[CH:31][CH:30]=1)=[O:27]. (3) Given the product [CH2:1]([O:3][C:4](=[O:16])[CH2:5][N:6]1[C:14]2[C:9](=[CH:10][CH:11]=[C:12]([O:15][CH2:24][CH2:23][C:22]3[N:18]([CH3:17])[N:19]=[C:20]([C:26]4[CH:31]=[CH:30][C:29]([C:32]([F:35])([F:34])[F:33])=[CH:28][CH:27]=4)[CH:21]=3)[CH:13]=2)[CH:8]=[CH:7]1)[CH3:2], predict the reactants needed to synthesize it. The reactants are: [CH2:1]([O:3][C:4](=[O:16])[CH2:5][N:6]1[C:14]2[C:9](=[CH:10][CH:11]=[C:12]([OH:15])[CH:13]=2)[CH:8]=[CH:7]1)[CH3:2].[CH3:17][N:18]1[C:22]([CH2:23][CH2:24]O)=[CH:21][C:20]([C:26]2[CH:31]=[CH:30][C:29]([C:32]([F:35])([F:34])[F:33])=[CH:28][CH:27]=2)=[N:19]1.N(C(OC(C)(C)C)=O)=NC(OC(C)(C)C)=O.C1(P(C2C=CC=CC=2)C2C=CC=CC=2)C=CC=CC=1. (4) Given the product [C:1]([O:5][C:6]([NH:8][CH2:9][C:10]1[C:11]([CH2:27][CH:28]([CH3:30])[CH3:29])=[N:12][C:13]([CH3:26])=[C:14]([C:18]=1[C:19]1[CH:24]=[CH:23][C:22]([CH3:25])=[CH:21][CH:20]=1)[C:15]([O:17][CH:32]1[CH2:36][O:35][C:34](=[O:37])[O:33]1)=[O:16])=[O:7])([CH3:4])([CH3:3])[CH3:2], predict the reactants needed to synthesize it. The reactants are: [C:1]([O:5][C:6]([NH:8][CH2:9][C:10]1[C:11]([CH2:27][CH:28]([CH3:30])[CH3:29])=[N:12][C:13]([CH3:26])=[C:14]([C:18]=1[C:19]1[CH:24]=[CH:23][C:22]([CH3:25])=[CH:21][CH:20]=1)[C:15]([OH:17])=[O:16])=[O:7])([CH3:4])([CH3:3])[CH3:2].Cl[CH:32]1[CH2:36][O:35][C:34](=[O:37])[O:33]1.C(=O)([O-])[O-].[K+].[K+]. (5) The reactants are: Cl[C:2]1[CH:3]=[C:4]([C:14]([NH:16][CH2:17][C:18]2[C:19](=[O:26])[NH:20][C:21]([CH3:25])=[CH:22][C:23]=2[CH3:24])=[O:15])[C:5]2[CH:10]=[N:9][N:8]([CH:11]([CH3:13])[CH3:12])[C:6]=2[N:7]=1.CC1(C)C(C)(C)OB([C:35]2[CH:43]=[C:42]3[C:38]([CH:39]=[N:40][NH:41]3)=[CH:37][CH:36]=2)O1.C(=O)([O-])[O-].[Na+].[Na+]. Given the product [CH3:24][C:23]1[CH:22]=[C:21]([CH3:25])[NH:20][C:19](=[O:26])[C:18]=1[CH2:17][NH:16][C:14]([C:4]1[C:5]2[CH:10]=[N:9][N:8]([CH:11]([CH3:13])[CH3:12])[C:6]=2[N:7]=[C:2]([C:35]2[CH:43]=[C:42]3[C:38]([CH:39]=[N:40][NH:41]3)=[CH:37][CH:36]=2)[CH:3]=1)=[O:15], predict the reactants needed to synthesize it.